This data is from Catalyst prediction with 721,799 reactions and 888 catalyst types from USPTO. The task is: Predict which catalyst facilitates the given reaction. (1) Reactant: [C:1]([O:5][C:6]([N:8]([CH:34]([CH3:36])[CH3:35])[C:9]1[S:10][C:11]([C:14]2[CH:15]=[C:16]([C:28]3[CH:33]=[CH:32][CH:31]=[CH:30][CH:29]=3)[C:17]3[N:18]([CH:20]=[C:21]([C:23]([O:25]CC)=[O:24])[N:22]=3)[CH:19]=2)=[CH:12][N:13]=1)=[O:7])([CH3:4])([CH3:3])[CH3:2].[OH-].[Na+]. Product: [C:1]([O:5][C:6]([N:8]([CH:34]([CH3:36])[CH3:35])[C:9]1[S:10][C:11]([C:14]2[CH:15]=[C:16]([C:28]3[CH:33]=[CH:32][CH:31]=[CH:30][CH:29]=3)[C:17]3[N:18]([CH:20]=[C:21]([C:23]([OH:25])=[O:24])[N:22]=3)[CH:19]=2)=[CH:12][N:13]=1)=[O:7])([CH3:4])([CH3:3])[CH3:2]. The catalyst class is: 36. (2) Reactant: [H-].[H-].[H-].[H-].[Li+].[Al+3].F[C:8]1[CH:13]=[CH:12][CH:11]=[CH:10][C:9]=1[C:14]1([C:20]#[N:21])[CH2:19][CH2:18]OC[CH2:15]1.[C@H](O)(C([O-])=O)[C@@H](O)C([O-])=O.[Na+].[K+]. Product: [NH:21]1[C:8]2[C:9](=[CH:10][CH:11]=[CH:12][CH:13]=2)[C:14]2([CH2:15][CH2:18][CH2:19]2)[CH2:20]1. The catalyst class is: 216. (3) Reactant: [Br:1][C:2]1[CH:11]=[C:10]2[C:5]([C:6](O)=[C:7]([NH:12][C:13](=O)[CH2:14][CH2:15][CH3:16])[CH:8]=[N:9]2)=[CH:4][CH:3]=1.P12(SP3(SP(SP(S3)(S1)=S)(=S)S2)=S)=[S:20]. Product: [Br:1][C:2]1[CH:3]=[CH:4][C:5]2[C:6]3[S:20][C:13]([CH2:14][CH2:15][CH3:16])=[N:12][C:7]=3[CH:8]=[N:9][C:10]=2[CH:11]=1. The catalyst class is: 17. (4) Reactant: [CH3:1][O:2][C:3]1[CH:12]=[CH:11][C:10]([N:13]2[C:17]([C:18]([F:21])([F:20])[F:19])=[N:16][N:15]=[N:14]2)=[CH:9][C:4]=1[C:5]([O:7]C)=[O:6].[OH-].[Na+].Cl. Product: [CH3:1][O:2][C:3]1[CH:12]=[CH:11][C:10]([N:13]2[C:17]([C:18]([F:21])([F:19])[F:20])=[N:16][N:15]=[N:14]2)=[CH:9][C:4]=1[C:5]([OH:7])=[O:6]. The catalyst class is: 111. (5) Reactant: [CH3:1][CH:2]1[CH:10]2[CH:6]([N:7]([C:12]([O:14][C:15]([CH3:18])([CH3:17])[CH3:16])=[O:13])C(=O)[O:9]2)[CH:5]=[C:4]([C:19]2[CH:24]=[CH:23][N:22]=[CH:21][C:20]=2[N+:25]([O-:27])=[O:26])[CH2:3]1.[Li+].[OH-]. Product: [OH:9][C@@H:10]1[C@H:6]([NH:7][C:12](=[O:13])[O:14][C:15]([CH3:16])([CH3:17])[CH3:18])[CH:5]=[C:4]([C:19]2[CH:24]=[CH:23][N:22]=[CH:21][C:20]=2[N+:25]([O-:27])=[O:26])[CH2:3][C@@H:2]1[CH3:1]. The catalyst class is: 765. (6) Reactant: Cl[Si:2]([C:5]([CH3:8])([CH3:7])[CH3:6])([CH3:4])[CH3:3].[OH:9][CH:10]1[CH2:15][CH2:14][CH:13]([C:16]([O:18][CH2:19][CH3:20])=[O:17])[CH2:12][CH2:11]1.N1C=CN=C1.C(O)(=O)CC(CC(O)=O)(C(O)=O)O. Product: [CH3:6][C:5]([Si:2]([CH3:4])([CH3:3])[O:9][CH:10]1[CH2:11][CH2:12][CH:13]([C:16]([O:18][CH2:19][CH3:20])=[O:17])[CH2:14][CH2:15]1)([CH3:8])[CH3:7]. The catalyst class is: 9. (7) Reactant: [CH3:1][C:2]1[CH:7]=[CH:6][CH:5]=[C:4]([CH3:8])[C:3]=1[C:9]1[N:10]=[C:11]([N:19]2[C@H:24]([CH3:25])[CH2:23][N:22]([C:26]([O:28][C:29]([CH3:32])([CH3:31])[CH3:30])=[O:27])[C@@H:21]([CH3:33])[CH2:20]2)[C:12]2[CH2:18][NH:17][CH2:16][CH2:15][C:13]=2[N:14]=1.FC(F)(F)S(O[C:40]1[CH:45]=[C:44]([CH:46]([CH3:48])[CH3:47])[CH:43]=[CH:42][C:41]=1[CH3:49])(=O)=O.C([O-])([O-])=O.[Cs+].[Cs+]. Product: [CH3:1][C:2]1[CH:7]=[CH:6][CH:5]=[C:4]([CH3:8])[C:3]=1[C:9]1[N:10]=[C:11]([N:19]2[C@H:24]([CH3:25])[CH2:23][N:22]([C:26]([O:28][C:29]([CH3:31])([CH3:30])[CH3:32])=[O:27])[C@@H:21]([CH3:33])[CH2:20]2)[C:12]2[CH2:18][N:17]([C:40]3[CH:45]=[C:44]([CH:46]([CH3:48])[CH3:47])[CH:43]=[CH:42][C:41]=3[CH3:49])[CH2:16][CH2:15][C:13]=2[N:14]=1. The catalyst class is: 1.